This data is from Forward reaction prediction with 1.9M reactions from USPTO patents (1976-2016). The task is: Predict the product of the given reaction. (1) Given the reactants [Cl:1][C:2]1[CH:17]=[C:16]([CH:18]2OCC[O:19]2)[CH:15]=[CH:14][C:3]=1[O:4][C:5]1[CH:6]=[CH:7][C:8]([C:11]([NH2:13])=[O:12])=[N:9][CH:10]=1, predict the reaction product. The product is: [Cl:1][C:2]1[CH:17]=[C:16]([CH:18]=[O:19])[CH:15]=[CH:14][C:3]=1[O:4][C:5]1[CH:6]=[CH:7][C:8]([C:11]([NH2:13])=[O:12])=[N:9][CH:10]=1. (2) Given the reactants [NH2:1][C:2]1[C:3]([F:11])=[CH:4][C:5](Br)=[C:6]([CH:9]=1)[C:7]#[N:8].[CH:12]1(B(O)O)[CH2:14][CH2:13]1.C1(P(C2CCCCC2)C2CCCCC2)CCCCC1.C([O-])([O-])=O.[Cs+].[Cs+], predict the reaction product. The product is: [NH2:1][C:2]1[C:3]([F:11])=[CH:4][C:5]([CH:12]2[CH2:14][CH2:13]2)=[C:6]([CH:9]=1)[C:7]#[N:8].